Dataset: NCI-60 drug combinations with 297,098 pairs across 59 cell lines. Task: Regression. Given two drug SMILES strings and cell line genomic features, predict the synergy score measuring deviation from expected non-interaction effect. (1) Drug 1: COCCOC1=C(C=C2C(=C1)C(=NC=N2)NC3=CC=CC(=C3)C#C)OCCOC.Cl. Drug 2: N.N.Cl[Pt+2]Cl. Cell line: M14. Synergy scores: CSS=33.7, Synergy_ZIP=-6.16, Synergy_Bliss=-3.63, Synergy_Loewe=-6.32, Synergy_HSA=-4.81. (2) Drug 1: CC1=C2C(C(=O)C3(C(CC4C(C3C(C(C2(C)C)(CC1OC(=O)C(C(C5=CC=CC=C5)NC(=O)OC(C)(C)C)O)O)OC(=O)C6=CC=CC=C6)(CO4)OC(=O)C)OC)C)OC. Drug 2: CC1=CC2C(CCC3(C2CCC3(C(=O)C)OC(=O)C)C)C4(C1=CC(=O)CC4)C. Cell line: SK-MEL-28. Synergy scores: CSS=40.4, Synergy_ZIP=6.10, Synergy_Bliss=4.86, Synergy_Loewe=-13.9, Synergy_HSA=2.01.